Dataset: Forward reaction prediction with 1.9M reactions from USPTO patents (1976-2016). Task: Predict the product of the given reaction. Given the reactants [N+:1]([O-:4])([OH:3])=[O:2].S(=O)(=O)(O)O.[CH2:10]([C:12]1[S:13][C:14]([CH2:18][CH2:19]O)=[C:15]([CH3:17])[N:16]=1)[CH3:11].[OH-].[Na+], predict the reaction product. The product is: [CH2:10]([C:12]1[S:13][C:14]([CH2:18][CH2:19][O:2][N+:1]([O-:4])=[O:3])=[C:15]([CH3:17])[N:16]=1)[CH3:11].